From a dataset of HIV replication inhibition screening data with 41,000+ compounds from the AIDS Antiviral Screen. Binary Classification. Given a drug SMILES string, predict its activity (active/inactive) in a high-throughput screening assay against a specified biological target. (1) The drug is N=c1[nH]c2c(ncn2C2CCC(CO)O2)c(=O)n1C(=O)c1ccccc1. The result is 1 (active). (2) The compound is BrCc1ccc2ccc3ccc(CBr)nc3c2n1. The result is 0 (inactive).